Dataset: Forward reaction prediction with 1.9M reactions from USPTO patents (1976-2016). Task: Predict the product of the given reaction. (1) Given the reactants [CH3:1][C:2]1[O:6][C:5]([C:7]2[CH:12]=[CH:11][CH:10]=[CH:9][CH:8]=2)=[N:4][C:3]=1[CH2:13][CH2:14][O:15]S(C)(=O)=O.[CH2:20]1[C:28]2[CH:27]=[CH:26][CH:25]=[C:24](O)[C:23]=2[CH2:22][CH2:21]1.[OH-].[K+], predict the reaction product. The product is: [CH2:20]1[C:28]2[C:23](=[C:24]([O:15][CH2:14][CH2:13][C:3]3[N:4]=[C:5]([C:7]4[CH:12]=[CH:11][CH:10]=[CH:9][CH:8]=4)[O:6][C:2]=3[CH3:1])[CH:25]=[CH:26][CH:27]=2)[CH2:22][CH2:21]1. (2) Given the reactants [Cl:1][C:2]1[CH:7]=[C:6]2[NH:8][C:9](=[O:39])[C:10]3([CH:15]([C:16]4[CH:21]=[C:20]([Cl:22])[CH:19]=[CH:18][C:17]=4[O:23][C:24]([C:27](O)=[O:28])([CH3:26])[CH3:25])[CH2:14][C:13](=[O:30])[NH:12][CH:11]3[C:31]3[CH:36]=[C:35]([F:37])[CH:34]=[CH:33][C:32]=3[CH3:38])[C:5]2=[CH:4][CH:3]=1.C1N=CN(C(N2C=NC=C2)=O)C=1.[CH3:52][O:53][CH2:54][CH2:55][S:56]([NH2:59])(=[O:58])=[O:57].[H-].[Na+].Cl, predict the reaction product. The product is: [Cl:1][C:2]1[CH:7]=[C:6]2[NH:8][C:9](=[O:39])[C:10]3([CH:15]([C:16]4[CH:21]=[C:20]([Cl:22])[CH:19]=[CH:18][C:17]=4[O:23][C:24]([CH3:25])([CH3:26])[C:27]([NH:59][S:56]([CH2:55][CH2:54][O:53][CH3:52])(=[O:58])=[O:57])=[O:28])[CH2:14][C:13](=[O:30])[NH:12][CH:11]3[C:31]3[CH:36]=[C:35]([F:37])[CH:34]=[CH:33][C:32]=3[CH3:38])[C:5]2=[CH:4][CH:3]=1. (3) Given the reactants [CH2:1]([NH:5][CH2:6][CH2:7][C:8]1[CH:13]=[CH:12][C:11]([CH2:14][N:15]2[CH2:19][CH2:18][CH2:17][CH2:16]2)=[CH:10][CH:9]=1)[CH:2]([CH3:4])[CH3:3].[Cl:20][C:21]1[CH:26]=[CH:25][C:24]([C:27]2[CH:32]=[CH:31][C:30]([C:33](O)=[O:34])=[CH:29][CH:28]=2)=[CH:23][CH:22]=1, predict the reaction product. The product is: [CH2:1]([N:5]([CH2:6][CH2:7][C:8]1[CH:9]=[CH:10][C:11]([CH2:14][N:15]2[CH2:16][CH2:17][CH2:18][CH2:19]2)=[CH:12][CH:13]=1)[C:33]([C:30]1[CH:29]=[CH:28][C:27]([C:24]2[CH:25]=[CH:26][C:21]([Cl:20])=[CH:22][CH:23]=2)=[CH:32][CH:31]=1)=[O:34])[CH:2]([CH3:4])[CH3:3]. (4) Given the reactants [CH2:1]([C:5]12[CH2:17][CH:16]([CH3:18])[C:15](=[O:19])[C:14]([CH3:20])=[C:13]1[C:12]1[C:7](=[CH:8][C:9]([O:21][CH2:22][O:23][CH3:24])=[CH:10][CH:11]=1)[CH2:6]2)[CH2:2][CH2:3][CH3:4].[Li+].[CH3:26]C([N-]C(C)C)C.IC, predict the reaction product. The product is: [CH2:1]([C:5]12[CH2:17][C:16]([CH3:26])([CH3:18])[C:15](=[O:19])[C:14]([CH3:20])=[C:13]1[C:12]1[C:7](=[CH:8][C:9]([O:21][CH2:22][O:23][CH3:24])=[CH:10][CH:11]=1)[CH2:6]2)[CH2:2][CH2:3][CH3:4]. (5) Given the reactants [CH3:1][O:2][C:3](=[O:17])[CH2:4][CH2:5][CH2:6][CH2:7][CH2:8][CH:9]1[C:13](=[O:14])[O:12]C(C)(C)[O:10]1, predict the reaction product. The product is: [CH3:1][O:2][C:3](=[O:17])[CH2:4][CH2:5][CH2:6][CH2:7][CH2:8][CH:9]([OH:10])[C:13]([OH:14])=[O:12]. (6) Given the reactants [H-].[Al+3].[Li+].[H-].[H-].[H-].[CH2:7]1[CH2:12][CH2:11][C:10]2([CH2:17][NH:16][C:14](=O)[CH2:13]2)[CH2:9][CH2:8]1, predict the reaction product. The product is: [CH2:17]1[C:10]2([CH2:11][CH2:12][CH2:7][CH2:8][CH2:9]2)[CH2:13][CH2:14][NH:16]1.